This data is from Forward reaction prediction with 1.9M reactions from USPTO patents (1976-2016). The task is: Predict the product of the given reaction. Given the reactants [O:1]=[C:2]([C:11]1[CH:16]=[CH:15][CH:14]=[CH:13][CH:12]=1)[CH2:3][S:4][CH2:5][C:6]([O:8][CH2:9][CH3:10])=[O:7].[CH3:17][C:18]([CH3:23])([CH2:21]O)[CH2:19][OH:20], predict the reaction product. The product is: [CH3:17][C:18]1([CH3:23])[CH2:19][O:20][C:2]([CH2:3][S:4][CH2:5][C:6]([O:8][CH2:9][CH3:10])=[O:7])([C:11]2[CH:16]=[CH:15][CH:14]=[CH:13][CH:12]=2)[O:1][CH2:21]1.